Dataset: Forward reaction prediction with 1.9M reactions from USPTO patents (1976-2016). Task: Predict the product of the given reaction. Given the reactants C([Si]([O:8][CH2:9][C:10]1[CH:15]=[C:14]([N+:16]([O-:18])=[O:17])[CH:13]=[CH:12][C:11]=1[N:19]=[C:20]=S)(C)C)(C)(C)C.[NH2:22][C:23]1[C:31]2[O:30][C:29]([CH3:33])([CH3:32])[CH2:28][C:27]=2[CH:26]=[CH:25][CH:24]=1, predict the reaction product. The product is: [CH3:32][C:29]1([CH3:33])[CH2:28][C:27]2[CH:26]=[CH:25][CH:24]=[C:23]([NH:22][C:20]3[O:8][CH2:9][C:10]4[CH:15]=[C:14]([N+:16]([O-:18])=[O:17])[CH:13]=[CH:12][C:11]=4[N:19]=3)[C:31]=2[O:30]1.